From a dataset of Catalyst prediction with 721,799 reactions and 888 catalyst types from USPTO. Predict which catalyst facilitates the given reaction. (1) Product: [Cl:18][C:6]1[N:5]([CH3:9])[N:4]=[C:3]([CH:2]([F:10])[F:1])[C:7]=1[CH:13]=[O:14]. The catalyst class is: 11. Reactant: [F:1][CH:2]([F:10])[C:3]1[CH:7]=[C:6](O)[N:5]([CH3:9])[N:4]=1.CN(C)[CH:13]=[O:14].P(Cl)(Cl)([Cl:18])=O. (2) Reactant: O.[Na].I([O-])(=O)(=O)=O.[CH2:8]([O:10][C:11](=[O:27])[C:12]1[CH:17]=[C:16]([C:18]([F:21])([F:20])[F:19])[C:15]([CH:22]([OH:25])CO)=[CH:14][C:13]=1[NH2:26])[CH3:9]. Product: [CH2:8]([O:10][C:11](=[O:27])[C:12]1[CH:17]=[C:16]([C:18]([F:19])([F:21])[F:20])[C:15]([CH:22]=[O:25])=[CH:14][C:13]=1[NH2:26])[CH3:9]. The catalyst class is: 237. (3) Reactant: Cl.[CH:2]1[C:11]2[CH:10]=[CH:9][CH:8]=[C:7]([S:12](Cl)(=[O:14])=[O:13])[C:6]=2[CH:5]=[CH:4][N:3]=1.[NH2:16][CH2:17][CH2:18][CH2:19][CH2:20][N:21]1[C:33]2[C:32]3[CH:31]=[CH:30][CH:29]=[CH:28][C:27]=3[N:26]=[C:25]([NH2:34])[C:24]=2[N:23]=[C:22]1[CH2:35][CH2:36][CH2:37][CH3:38]. Product: [NH2:34][C:25]1[C:24]2[N:23]=[C:22]([CH2:35][CH2:36][CH2:37][CH3:38])[N:21]([CH2:20][CH2:19][CH2:18][CH2:17][NH:16][S:12]([C:7]3[C:6]4[CH:5]=[CH:4][N:3]=[CH:2][C:11]=4[CH:10]=[CH:9][CH:8]=3)(=[O:14])=[O:13])[C:33]=2[C:32]2[CH:31]=[CH:30][CH:29]=[CH:28][C:27]=2[N:26]=1. The catalyst class is: 4. (4) Product: [CH3:2][C:3]([N:6]1[CH:12]=[CH:11][CH:10]=[N:7]1)([CH3:5])[CH3:4]. The catalyst class is: 357. Reactant: Cl.[CH3:2][C:3]([NH:6][NH2:7])([CH3:5])[CH3:4].CO[CH:10](OC)[CH2:11][CH:12](OC)OC.Cl. (5) Reactant: [O-]S([O-])=O.[Na+:5].[Na+].C([O-])(O)=O.[Na+].[CH3:12][O:13][C:14]1[CH:19]=[CH:18][C:17]([S:20](Cl)(=[O:22])=[O:21])=[CH:16][C:15]=1[N+:24]([O-:26])=[O:25]. Product: [CH3:12][O:13][C:14]1[CH:19]=[CH:18][C:17]([S:20]([O-:22])=[O:21])=[CH:16][C:15]=1[N+:24]([O-:26])=[O:25].[Na+:5]. The catalyst class is: 283. (6) The catalyst class is: 1. Reactant: [C:1]([O:5]C([N:8]1[CH2:15][C@:14]2([F:16])[C@@H:10]([C:11](=O)[N:12]([CH2:18][C:19]3[CH:24]=[CH:23][CH:22]=[CH:21][CH:20]=3)[C:13]2=O)[CH2:9]1)=O)(C)(C)C.S(C)C. Product: [NH3:8].[CH3:1][OH:5].[CH2:18]([N:12]1[CH2:13][C@:14]2([F:16])[C@@H:10]([CH2:9][NH:8][CH2:15]2)[CH2:11]1)[C:19]1[CH:20]=[CH:21][CH:22]=[CH:23][CH:24]=1. (7) Reactant: [CH3:1][O:2][C:3]1[CH:10]=[CH:9][C:6]([CH:7]=O)=[C:5]([N+:11]([O-:13])=[O:12])[CH:4]=1.[C:14]([O:21][CH3:22])(=[O:20])[CH2:15][C:16]([O:18][CH3:19])=[O:17].N1CCCCC1.C(O)(=O)C. Product: [CH3:1][O:2][C:3]1[CH:10]=[CH:9][C:6]([CH:7]=[C:15]([C:14]([O:21][CH3:22])=[O:20])[C:16]([O:18][CH3:19])=[O:17])=[C:5]([N+:11]([O-:13])=[O:12])[CH:4]=1. The catalyst class is: 5. (8) Reactant: [Br:1][C:2]1[CH:3]=[C:4]([C:14]([OH:16])=O)[C:5]2[CH:6]=[N:7][N:8]([CH:11]([CH3:13])[CH3:12])[C:9]=2[CH:10]=1.[NH2:17][CH2:18][C:19]1[C:20](=[O:29])[NH:21][C:22]([CH3:28])=[CH:23][C:24]=1[CH2:25][CH2:26][CH3:27].ON1C2N=CC=CC=2N=N1.CN1CCOCC1.C(Cl)CCl.C([O-])([O-])=O.[K+].[K+]. Product: [Br:1][C:2]1[CH:3]=[C:4]([C:14]([NH:17][CH2:18][C:19]2[C:20](=[O:29])[NH:21][C:22]([CH3:28])=[CH:23][C:24]=2[CH2:25][CH2:26][CH3:27])=[O:16])[C:5]2[CH:6]=[N:7][N:8]([CH:11]([CH3:12])[CH3:13])[C:9]=2[CH:10]=1. The catalyst class is: 16.